Dataset: Drug-target binding data from BindingDB using IC50 measurements. Task: Regression. Given a target protein amino acid sequence and a drug SMILES string, predict the binding affinity score between them. We predict pIC50 (pIC50 = -log10(IC50 in M); higher means more potent). Dataset: bindingdb_ic50. (1) The drug is CS(=O)C=Cc1ccc(-c2cnc(C(=O)CCCCCCc3ccccc3)o2)nc1. The pIC50 is 6.3. The target protein (Q8VCT4) has sequence MGLYPLIWLSLAACTAWGYPSSPPVVNTVKGKVLGKYVNLEGFTQPVAVFLGVPFAKPPLGSLRFAPPQPAEPWSFVKNTTSYPPMCSQDAVGGQVLSELFTNRKENIPLQFSEDCLYLNIYTPADLTKNSRLPVMVWIHGGGLVVGGASTYDGLALSAHENVVVVTIQYRLGIWGFFSTGDEHSRGNWGHLDQVAALRWVQDNIANFGGNPGSVTIFGESAGGFSVSVLVLSPLAKNLFHRAISESGVSLTAALITTDVKPIAGLVATLSGCKTTTSAVMVHCLRQKTEDELLETSLKLNLFKLDLLGNPKESYPFLPTVIDGVVLPKAPEEILAEKSFSTVPYIVGINKQEFGWIIPTLMGYPLAEGKLDQKTANSLLWKSYPTLKISENMIPVVAEKYLGGTDDLTKKKDLFQDLMADVVFGVPSVIVSRSHRDAGASTYMYEFEYRPSFVSAMRPKAVIGDHGDEIFSVFGSPFLKDGASEEETNLSKMVMKFWAN.... (2) The compound is C[C@H]1CN(c2c(C#N)c(C(F)(F)F)nn2-c2ccc(S(N)(=O)=O)cn2)C[C@@H](C)O1. The target protein (Q8HZR1) has sequence MSRGSRLHRWPLLLLLLLLLPPPPVLPAEARTPAPVNPCCYYPCQHQGICVRFGLDRYQCDCTRTGYSGPNCTIPELWTWLRNSLRPSPSFLHFLLTHGRWFWEFINATFIRDMLMRLVLTARSNLIPSPPTYNIAHDYISWESFSNVSYYTRVLPSVPQDCPTPMGTKGKKQLPDAQLLGRRFLLRRKFIPDPQGTNLMFAFFAQHFTHQFFKTSGKMGPGFTKALGHGVDLGHIYGDNLDRQYQLRLFKDGKLKYQVLDGEMYPPSVEEAPVLMHYPRGILPQSQMAVGQEVFGLLPGLMLYATLWLREHNRVCDLLKAEHPTWGDEQLFQTARLILIGETIKIVIEEYVQQLSGYFLQLKFDPELLFSAQFQYRNRIAMEFNQLYHWHPLMPDSFWVGSQEYSYEQFLFNTSMLTHYGIEALVDAFSRQSAGRIGGGRNIDHHVLHVAVETIKESRELRLQPFNEYRKRFGMRPYMSFQELTGEKEMAAELEELYGD.... The pIC50 is 4.3. (3) The small molecule is CC(=O)Nc1ccc(S(=O)(=O)c2cc(O)c3ccccc3c2O)cc1. The target protein sequence is MFLYFITYLCIFHNNIYSVELIKNNKYNFINNVHNIKYRTKIRAIYGKTGGKIIGHGHSYPSTEIYNDELKKYVDTNDEWIRTRTGIKKRRILKRDENISMLQIDSATQALETSCLKPSDIDMVINASSTPQNLFGDANNISNKIGCKNSVNMDLTAACTGFIFAFVTAYNFLNRYKNILIVGSDALSNFVDWRDRNTCVLFGDAAGAVVLQRTEEKEENKIFNYYLGSDSELNDLLTINFDHDKYNLDKPNVNKYGKLYMNGKEVFKYTISNIPKILKKAIQHSNINIEDINYFIFHQANIRIIETVAKNLNIPMSKVLVNLDEYANTSAASIPLCFSENIKNGKIKTNDIICMCGFGAGMSYGCVILKY. The pIC50 is 7.5. (4) The target protein (P20536) has sequence MNSVTVSHAPYTITYHDDWEPVMSQLVEFYNEVASWLLRDETSPIPDKFFIQLKQPLRNKRVCVCGIDPYPKDGTGVPFESPNFTKKSIKEIASSISRLTGVIDYKGYNLNIIDGVIPWNYYLSCKLGETKSHAIYWDKISKLLLQHITKHVSVLYCLGKTDFSNIRAKLESPVTTIVGYHPAARDRQFEKDRSFEIINVLLELDNKVPINWAQGFIY. The pIC50 is 4.4. The drug is CCn1c(C(=O)OC)c(Sc2ccc(Cl)cc2)c2cc(C)ccc21. (5) The compound is O=C(Nc1ccc(F)cc1)C1C(=O)NC(CCc2ccccc2)C1=O. The target protein (Q97SR4) has sequence MFGFFKKDKAVEVEVPTQVPAHIGIIMDGNGRWAKKRMQPRVFGHKAGMEALQTVTKAANKLGVKVITVYAFSTENWTRPDQEVKFIMNLPVEFYDNYVPELHANNVKIQMIGETDRLPKQTFEALTKAEELTKNNTGLILNFALNYGGRAEITQALKLISQDVLDAKINPGDITEELIGNYLFTQHLPKDLRDPDLIIRTSGELRLSNFLPWQGAYSELYFTDTLWPDFDEAALQEAILAYNRRHRRFGGV. The pIC50 is 5.6. (6) The small molecule is Cc1nc2ccccc2nc1-c1cc2nc(N3CCCC3)cc(NC3CCOCC3)n2n1. The target protein sequence is SKYQDTNMQGVVYELNSYIEQRLDTGGDNQLLLYELSSIIKIATKADGFALYFLGECNNSLCVFIPPGIKEGKPKLIPAGPIAQGTTTSAYVAKSRKTLLVEDILGDERFPRGTGLESGTRIQSVLCLPIVTAIGDLIGILELYRHWGKEAFRLSHQEVATANLAWASVAIHQVQVCRGLAKQTELNDFLLDVSKTYFDNIVAIDSLLEHIMIYAKNLVNADRCALFQVDHKNKELYSDLFDIGEEKEGKPVFKKTKEIRFSIEKGIAGQVARTGEVLNIPDAYADPRFNREVDLYTGYTTRNILCMPIVSRGSVIGVVQMVNKLSGSAFSKTDENNFKMFAVFCALALHCANMYHRIRHSECIYRVTMEKLSYHSICTAEEWQGLMHFNLPGRLCKEIELFHFDVGPFENMWPGIFVYMIHRSCGTACFELEKLCRFIMSVKKNYRRVPYHNWKHAVTVAHCMYAILQNSRGLFTDLERKGLLIACLCHDLDHRGFSNS.... The pIC50 is 9.7. (7) The compound is O=C1CCC(=O)C1. The target is XTSFAESXKPVQQPSAFGS. The pIC50 is 4.0. (8) The drug is CCN1CCN(C(=O)Nc2ccc(Oc3ccnc(-c4cnn(C)c4)c3)c(C)n2)C1=O. The target protein sequence is YKYKQKPKYQVRWKIIESYEGNSYTFIDPTQLPYNEKWEFPRNNLQFGKTLGAGAFGKVVEATAFGLGKEDAVLKVAVKMLKSTAHADEKEALMSELKIMSHLGQHENIVNLLGACTHGGPVLVITEYCCYGDLLNFLRRKAEAMLGPSLSPGQDPEGGVDYKNIHLEKKYVRRDSGFSSQGVDTYVEMRPVSTSSNDSFSEQDLDKEDGRPLELRDLLHFSSQVAQGMAFLASKNCIHRDVAARNVLLTNGHVAKIGDFGLARDIMNDSNYIVKGNARLPVKWMAPESIFDCVYTVQSDVWSYGILLWEIFSLGLNPYPGILVNSKFYKLVKDGYQMAQPAFAPKNIYSIMQACWALEPTHRPTFQQICSFLQEQAQEDRRERDYTNLPSSSRSGGSGSSSSELEEESSSEHLTCCEQGDIAQPLLQPNNYQFC. The pIC50 is 8.1.